From a dataset of Peptide-MHC class II binding affinity with 134,281 pairs from IEDB. Regression. Given a peptide amino acid sequence and an MHC pseudo amino acid sequence, predict their binding affinity value. This is MHC class II binding data. (1) The peptide sequence is EQFLGALDLAKKRVH. The MHC is DRB5_0101 with pseudo-sequence DRB5_0101. The binding affinity (normalized) is 0.704. (2) The peptide sequence is RDLEVVAATPTSLLI. The MHC is DRB1_1201 with pseudo-sequence DRB1_1201. The binding affinity (normalized) is 0.337. (3) The peptide sequence is GELRIVDKIDAAFKI. The MHC is DRB4_0101 with pseudo-sequence DRB4_0103. The binding affinity (normalized) is 0.597. (4) The peptide sequence is IKEKGKDKWIELKES. The MHC is HLA-DQA10301-DQB10302 with pseudo-sequence HLA-DQA10301-DQB10302. The binding affinity (normalized) is 0.0389. (5) The peptide sequence is HENHGLKTRQEKWMT. The MHC is DRB1_0301 with pseudo-sequence DRB1_0301. The binding affinity (normalized) is 0.268. (6) The peptide sequence is IHRIRTLIGQEKYTD. The MHC is HLA-DQA10501-DQB10402 with pseudo-sequence HLA-DQA10501-DQB10402. The binding affinity (normalized) is 0.496. (7) The peptide sequence is KGQKRIKCFNCGKEGHL. The MHC is DRB5_0101 with pseudo-sequence DRB5_0101. The binding affinity (normalized) is 0.0594.